This data is from Experimentally validated miRNA-target interactions with 360,000+ pairs, plus equal number of negative samples. The task is: Binary Classification. Given a miRNA mature sequence and a target amino acid sequence, predict their likelihood of interaction. (1) The miRNA is hsa-miR-4436b-5p with sequence GUCCACUUCUGCCUGCCCUGCC. The protein sequence of the target gene is MAEFLDDQETRLCDNCKKEIPVFNFTIHEIHCQRNIGMCPTCKEPFPKSDMETHMAAEHCQVTCKCNKKLEKRLLKKHEETECPLRLAVCQHCDLELSILKLKEHEDYCGARTELCGNCGRNVLVKDLKTHPEVCGREGEEKRNEVAIPPNAYDESWGQDGIWIASQLLRQIEALDPPMRLPRRPLRAFESDVFHNRTTNQRNITAQVSIQNNLFEEQERQERNRGQQPPKEGGEESANLDFMLALSLQNEGQASSVAEQDFWRAVCEADQSHGGPRSLSDIKGAADEIMLPCEFCEELY.... Result: 1 (interaction). (2) The miRNA is hsa-miR-3127-3p with sequence UCCCCUUCUGCAGGCCUGCUGG. The protein sequence of the target gene is MSDEASAITSYEKFLTPEEPFPLLGPPRGVGTCPSEEPGCLDISDFGCQLSSCHRTDPLHRFHTNRWNLTSCGTSVASSEGSEELFSSVSVGDQDDCYSLLDDQDFTSFDLFPEGSVCSDVSSSISTYWDWSDSEFEWQLPGSDIASGSDVLSDVIPSIPSSPCLLPKKKNKHRNLDELPWSAMTNDEQVEYIEYLSRKVSTEMGLREQLDIIKIIDPSAQISPTDSEFIIELNCLTDEKLKQVRNYIKEHSPRQRPAREAWKRSNFSCASTSGVSGASASASSSSASMVSSASSSGSSV.... Result: 1 (interaction).